Dataset: Forward reaction prediction with 1.9M reactions from USPTO patents (1976-2016). Task: Predict the product of the given reaction. Given the reactants [C:1]([C:4]1[CH:12]=[CH:11][C:7]([C:8]([OH:10])=O)=[CH:6][CH:5]=1)(=[O:3])[CH3:2].[CH2:13]([NH2:25])[CH2:14][CH2:15][CH2:16][CH2:17][CH2:18][CH2:19][CH2:20][CH2:21][CH2:22][CH2:23][CH3:24], predict the reaction product. The product is: [C:1]([C:4]1[CH:5]=[CH:6][C:7]([C:8]([NH:25][CH2:13][CH2:14][CH2:15][CH2:16][CH2:17][CH2:18][CH2:19][CH2:20][CH2:21][CH2:22][CH2:23][CH3:24])=[O:10])=[CH:11][CH:12]=1)(=[O:3])[CH3:2].